Dataset: Forward reaction prediction with 1.9M reactions from USPTO patents (1976-2016). Task: Predict the product of the given reaction. (1) Given the reactants [NH2:1][C:2]1[S:3][C:4]2[CH:33]=[CH:32][CH:31]=[CH:30][C:5]=2[C:6]=1[C:7]([N:9]1[CH2:14][CH2:13][CH:12]([N:15]2[CH2:29][CH2:28][CH2:27][C:17]3([O:21][C:20](=[O:22])[N:19]([CH:23]([CH3:25])[CH3:24])[C:18]3=[O:26])[CH2:16]2)[CH2:11][CH2:10]1)=[O:8].[CH:34]([N:37]=[C:38]=[O:39])([CH3:36])[CH3:35], predict the reaction product. The product is: [CH:34]([NH:37][C:38]([NH:1][C:2]1[S:3][C:4]2[CH:33]=[CH:32][CH:31]=[CH:30][C:5]=2[C:6]=1[C:7]([N:9]1[CH2:10][CH2:11][CH:12]([N:15]2[CH2:29][CH2:28][CH2:27][C:17]3([O:21][C:20](=[O:22])[N:19]([CH:23]([CH3:24])[CH3:25])[C:18]3=[O:26])[CH2:16]2)[CH2:13][CH2:14]1)=[O:8])=[O:39])([CH3:36])[CH3:35]. (2) The product is: [Br:14][C:11]1[CH:10]=[CH:9][C:8]([CH2:7][O:6][CH2:5][C@@H:4]([CH3:15])[CH2:3][OH:2])=[CH:13][CH:12]=1. Given the reactants C[O:2][C:3](=O)[C@H:4]([CH3:15])[CH2:5][O:6][CH2:7][C:8]1[CH:13]=[CH:12][C:11]([Br:14])=[CH:10][CH:9]=1.[BH4-].[Li+].[NH4+].[Cl-], predict the reaction product. (3) Given the reactants Cl.[CH:2]([CH:15]1[C:20](=[O:21])[CH2:19][CH2:18][NH:17][CH2:16]1)([C:9]1[CH:14]=[CH:13][CH:12]=[CH:11][CH:10]=1)[C:3]1[CH:8]=[CH:7][CH:6]=[CH:5][CH:4]=1.C(NCC)(C)C.[CH3:28][S:29][C:30]1[CH:37]=[CH:36][C:33]([CH2:34]O)=[CH:32][CH:31]=1, predict the reaction product. The product is: [CH:2]([CH:15]1[C:20](=[O:21])[CH2:19][CH2:18][N:17]([CH2:34][C:33]2[CH:36]=[CH:37][C:30]([S:29][CH3:28])=[CH:31][CH:32]=2)[CH2:16]1)([C:9]1[CH:14]=[CH:13][CH:12]=[CH:11][CH:10]=1)[C:3]1[CH:4]=[CH:5][CH:6]=[CH:7][CH:8]=1. (4) Given the reactants N[C:2]1[N:7]=[C:6]([C:8]([NH2:10])=[O:9])[C:5]([O:11][CH3:12])=[N:4][CH:3]=1.N([O-])=O.[Na+].C(Cl)(Cl)Cl.[FH:21].N1C=CC=CC=1, predict the reaction product. The product is: [F:21][C:2]1[N:7]=[C:6]([C:8]([NH2:10])=[O:9])[C:5]([O:11][CH3:12])=[N:4][CH:3]=1. (5) Given the reactants [F:1][C:2]1[CH:3]=[CH:4][C:5]([C:25]2[C:26]([C:31]3[CH2:32][CH2:33][O:34][CH2:35][CH:36]=3)=[N:27][CH:28]=[CH:29][CH:30]=2)=[C:6]2[C:10]=1[C@H:9]([O:11][C:12]1[CH:24]=[CH:23][C:15]3[C@H:16]([CH2:19][C:20]([OH:22])=[O:21])[CH2:17][O:18][C:14]=3[CH:13]=1)[CH2:8][CH2:7]2, predict the reaction product. The product is: [F:1][C:2]1[CH:3]=[CH:4][C:5]([C:25]2[C:26]([CH:31]3[CH2:32][CH2:33][O:34][CH2:35][CH2:36]3)=[N:27][CH:28]=[CH:29][CH:30]=2)=[C:6]2[C:10]=1[C@H:9]([O:11][C:12]1[CH:24]=[CH:23][C:15]3[C@H:16]([CH2:19][C:20]([OH:22])=[O:21])[CH2:17][O:18][C:14]=3[CH:13]=1)[CH2:8][CH2:7]2. (6) Given the reactants Br[C:2]1[CH:3]=[C:4]([C:8]2[O:12][N:11]=[C:10]3[CH:13]=[CH:14][C:15]([C:17]4[CH:22]=[CH:21][N:20]=[C:19]([NH:23][C:24](=[O:26])[CH3:25])[N:18]=4)=[CH:16][C:9]=23)[CH:5]=[CH:6][CH:7]=1.C(=O)([O-])[O-].[Cs+].[Cs+].[CH3:33][O:34][C:35]1[N:40]=[CH:39][C:38]([O:41][CH3:42])=[C:37](B(O)O)[N:36]=1.C(P(C(C)(C)C)C(C)(C)C)(C)(C)C, predict the reaction product. The product is: [CH3:33][O:34][C:35]1[N:40]=[C:39]([C:2]2[CH:3]=[C:4]([C:8]3[O:12][N:11]=[C:10]4[CH:13]=[CH:14][C:15]([C:17]5[CH:22]=[CH:21][N:20]=[C:19]([NH:23][C:24](=[O:26])[CH3:25])[N:18]=5)=[CH:16][C:9]=34)[CH:5]=[CH:6][CH:7]=2)[C:38]([O:41][CH3:42])=[CH:37][N:36]=1. (7) Given the reactants [CH3:1][N:2]1[C:6]([C:7]2[CH:8]=[C:9]3[N:15]([CH2:16][C:17]4([F:25])[CH2:22][CH2:21][C:20]([F:24])([F:23])[CH2:19][CH2:18]4)[CH:14]=[C:13]([C:26]4[CH:35]=[CH:34][C:29]([C:30]([O:32]C)=[O:31])=[CH:28][CH:27]=4)[C:10]3=[N:11][CH:12]=2)=[C:5]([CH3:36])[N:4]=[N:3]1.[OH-].[Li+].Cl, predict the reaction product. The product is: [CH3:1][N:2]1[C:6]([C:7]2[CH:8]=[C:9]3[N:15]([CH2:16][C:17]4([F:25])[CH2:22][CH2:21][C:20]([F:24])([F:23])[CH2:19][CH2:18]4)[CH:14]=[C:13]([C:26]4[CH:27]=[CH:28][C:29]([C:30]([OH:32])=[O:31])=[CH:34][CH:35]=4)[C:10]3=[N:11][CH:12]=2)=[C:5]([CH3:36])[N:4]=[N:3]1. (8) Given the reactants [NH2:1][C:2]1[C:11]2[C:6](=[C:7](I)[C:8]([F:12])=[CH:9][CH:10]=2)[N:5]=[N:4][C:3]=1[C:14]([NH:16][CH:17]1[CH2:19][CH2:18]1)=[O:15].[CH3:20][O:21][C:22]1[C:27](B(O)O)=[CH:26][CH:25]=[C:24]([O:31][CH3:32])[N:23]=1, predict the reaction product. The product is: [NH2:1][C:2]1[C:11]2[C:6](=[C:7]([C:27]3[C:22]([O:21][CH3:20])=[N:23][C:24]([O:31][CH3:32])=[CH:25][CH:26]=3)[C:8]([F:12])=[CH:9][CH:10]=2)[N:5]=[N:4][C:3]=1[C:14]([NH:16][CH:17]1[CH2:19][CH2:18]1)=[O:15]. (9) Given the reactants S(=O)(=O)(O)O.COCCOC[O:12][C:13]1[CH:14]=[C:15]2[C:20](=[CH:21][CH:22]=1)[CH:19]=[C:18]([C:23]([CH2:25][NH:26][CH2:27][C:28]1[CH:29]=[C:30]([C:34]3[CH:39]=[CH:38][C:37]([NH:40][C:41]4[CH:42]=[C:43]([CH:49]=[CH:50][CH:51]=4)[C:44]([O:46][CH2:47][CH3:48])=[O:45])=[CH:36][CH:35]=3)[CH:31]=[CH:32][CH:33]=1)=[O:24])[CH:17]=[CH:16]2, predict the reaction product. The product is: [OH:12][C:13]1[CH:14]=[C:15]2[C:20](=[CH:21][CH:22]=1)[CH:19]=[C:18]([C:23]([CH2:25][NH:26][CH2:27][C:28]1[CH:29]=[C:30]([C:34]3[CH:39]=[CH:38][C:37]([NH:40][C:41]4[CH:42]=[C:43]([CH:49]=[CH:50][CH:51]=4)[C:44]([O:46][CH2:47][CH3:48])=[O:45])=[CH:36][CH:35]=3)[CH:31]=[CH:32][CH:33]=1)=[O:24])[CH:17]=[CH:16]2. (10) Given the reactants [H-].[Na+].[OH:3][C:4]1[CH:12]=[CH:11][C:7]([C:8]([OH:10])=[O:9])=[CH:6][C:5]=1[I:13].[CH2:14](Br)[C:15]1[CH:20]=[CH:19][CH:18]=[CH:17][CH:16]=1, predict the reaction product. The product is: [CH2:14]([O:3][C:4]1[CH:12]=[CH:11][C:7]([C:8]([O:10][CH2:8][C:7]2[CH:11]=[CH:12][CH:4]=[CH:5][CH:6]=2)=[O:9])=[CH:6][C:5]=1[I:13])[C:15]1[CH:20]=[CH:19][CH:18]=[CH:17][CH:16]=1.